This data is from Peptide-MHC class II binding affinity with 134,281 pairs from IEDB. The task is: Regression. Given a peptide amino acid sequence and an MHC pseudo amino acid sequence, predict their binding affinity value. This is MHC class II binding data. (1) The peptide sequence is GAGGGMQRFAPLNSW. The MHC is DRB5_0101 with pseudo-sequence DRB5_0101. The binding affinity (normalized) is 0.0949. (2) The peptide sequence is QGEPGAVIRGKKGAG. The MHC is HLA-DPA10201-DPB11401 with pseudo-sequence HLA-DPA10201-DPB11401. The binding affinity (normalized) is 0.153.